This data is from hERG Central: cardiac toxicity at 1µM, 10µM, and general inhibition. The task is: Predict hERG channel inhibition at various concentrations. (1) The molecule is COc1ccc(/C=N/n2cncn2)cc1Cn1nc(C)c([N+](=O)[O-])c1C. Results: hERG_inhib (hERG inhibition (general)): blocker. (2) The molecule is O=C(COc1ccc2ccccc2c1)N1CCN(C(=O)c2cccs2)CC1. Results: hERG_inhib (hERG inhibition (general)): blocker. (3) The molecule is CCN(CC)CCCNc1oc(/C=C/c2ccccc2)nc1C#N. Results: hERG_inhib (hERG inhibition (general)): blocker. (4) The drug is COc1ccc(NC(=O)CN(C)CC(=O)Nc2sc3c(c2C(N)=O)CCC3)cc1. Results: hERG_inhib (hERG inhibition (general)): blocker.